Predict the reactants needed to synthesize the given product. From a dataset of Full USPTO retrosynthesis dataset with 1.9M reactions from patents (1976-2016). (1) Given the product [Cl:18][CH2:2][NH:3][C:4](=[O:15])[C:5]1[CH:10]=[CH:9][CH:8]=[CH:7][C:6]=1[C:11]([F:14])([F:13])[F:12], predict the reactants needed to synthesize it. The reactants are: O[CH2:2][NH:3][C:4](=[O:15])[C:5]1[CH:10]=[CH:9][CH:8]=[CH:7][C:6]=1[C:11]([F:14])([F:13])[F:12].S(Cl)([Cl:18])=O. (2) Given the product [NH2:1][C@@H:2]([C:11]([OH:13])=[O:12])[CH2:3][C:4]1[CH:5]=[CH:6][C:7]([OH:10])=[CH:8][CH:9]=1, predict the reactants needed to synthesize it. The reactants are: [NH2:1][CH:2]([C:11]([OH:13])=[O:12])[CH2:3][C:4]1[CH:9]=[CH:8][C:7]([OH:10])=[CH:6][CH:5]=1. (3) Given the product [CH3:21][C:22]1[C:26]([C:8]2[CH:9]=[C:10]3[C:5](=[CH:6][CH:7]=2)[C:4](=[O:19])[CH2:3][C:2]3([CH3:20])[CH3:1])=[C:25]([CH3:30])[O:24][N:23]=1, predict the reactants needed to synthesize it. The reactants are: [CH3:1][C:2]1([CH3:20])[C:10]2[C:5](=[CH:6][CH:7]=[C:8](OS(C(F)(F)F)(=O)=O)[CH:9]=2)[C:4](=[O:19])[CH2:3]1.[CH3:21][C:22]1[C:26](B(O)O)=[C:25]([CH3:30])[O:24][N:23]=1. (4) Given the product [C:1]([O:4][CH2:7][CH2:8][C:9]([F:12])([F:11])[F:10])(=[S:3])[CH3:2], predict the reactants needed to synthesize it. The reactants are: [C:1]([O-:4])(=[S:3])[CH3:2].[K+].Br[CH2:7][CH2:8][C:9]([F:12])([F:11])[F:10]. (5) The reactants are: [F:1][C:2]([F:18])([F:17])[C:3]1[CH:16]=[CH:15][C:6]([O:7][CH2:8][CH:9]2[CH2:14][CH2:13][CH2:12][NH:11][CH2:10]2)=[CH:5][CH:4]=1.[NH:19]1[C:27]2[C:22](=[CH:23][CH:24]=[CH:25][CH:26]=2)[C:21]([CH2:28][C:29](O)=O)=[CH:20]1.C(N(C(C)C)CC)(C)C.[H-].[Al+3].[Li+].[H-].[H-].[H-]. Given the product [F:18][C:2]([F:1])([F:17])[C:3]1[CH:16]=[CH:15][C:6]([O:7][CH2:8][CH:9]2[CH2:14][CH2:13][CH2:12][N:11]([CH2:29][CH2:28][C:21]3[C:22]4[C:27](=[CH:26][CH:25]=[CH:24][CH:23]=4)[NH:19][CH:20]=3)[CH2:10]2)=[CH:5][CH:4]=1, predict the reactants needed to synthesize it. (6) Given the product [CH2:4]([C@@H:4]1[CH2:3][CH2:2][CH2:1][C@@:12]1([CH3:13])[OH:11])[CH2:3][CH:2]=[CH2:1], predict the reactants needed to synthesize it. The reactants are: [CH:1]([Mg]Cl)=[CH:2][CH2:3][CH3:4].[Cl-].[NH4+].C([O:11][CH2:12][CH3:13])C. (7) The reactants are: [NH2:1][C:2]1[N:7]([C:8]2[C:13]([F:14])=[CH:12][C:11]([OH:15])=[CH:10][C:9]=2[F:16])[C:6](=[O:17])[CH:5]=[CH:4][C:3]=1[C:18](=[O:27])[C:19]1[CH:24]=[CH:23][C:22]([F:25])=[CH:21][C:20]=1[F:26].[C:28]([O:32][C:33](=[O:49])[C@@H:34]([NH:38][C:39]([O:41][CH2:42][C:43]1[CH:48]=[CH:47][CH:46]=[CH:45][CH:44]=1)=[O:40])[CH2:35][CH2:36]Br)([CH3:31])([CH3:30])[CH3:29].[I-].[Na+].C(=O)([O-])[O-].[K+].[K+]. Given the product [C:28]([O:32][C:33](=[O:49])[C@@H:34]([NH:38][C:39]([O:41][CH2:42][C:43]1[CH:44]=[CH:45][CH:46]=[CH:47][CH:48]=1)=[O:40])[CH2:35][CH2:36][O:15][C:11]1[CH:10]=[C:9]([F:16])[C:8]([N:7]2[C:2]([NH2:1])=[C:3]([C:18](=[O:27])[C:19]3[CH:24]=[CH:23][C:22]([F:25])=[CH:21][C:20]=3[F:26])[CH:4]=[CH:5][C:6]2=[O:17])=[C:13]([F:14])[CH:12]=1)([CH3:29])([CH3:30])[CH3:31], predict the reactants needed to synthesize it.